From a dataset of Experimentally validated miRNA-target interactions with 360,000+ pairs, plus equal number of negative samples. Binary Classification. Given a miRNA mature sequence and a target amino acid sequence, predict their likelihood of interaction. (1) The miRNA is hsa-miR-142-3p with sequence UGUAGUGUUUCCUACUUUAUGGA. The protein sequence of the target gene is MESSTGPRMPLLKYCSVATSLKAPGWDGAAPPWDLSFTYPFALQAPWLTGHKPLARHASSCPCLHVADPAWQGPGWLGRAGDAANTWVLARREADGFYYRAQIKATPELERQGVLLVEFEAPLVAGPKLPAQQQRVVLEEDVIPLSPSVGYSLRPGDKVLALWEPGQQQYGPGTVLLGLEMRDPQRASKEKEITVHFWNGKAAKVPLGGVQSVSLTIWKKAVERLHKSFTREHPRPLHWAPCCSLLGPITGRITNELPPDAPFLCPLCHHHACCQLLCQGCLCGCPPCGTTWWPLTRTSE.... Result: 1 (interaction). (2) The miRNA is hsa-miR-541-3p with sequence UGGUGGGCACAGAAUCUGGACU. The protein sequence of the target gene is MGLLTFRDVAIEFSLEEWQCLDTAQKNLYRNVMLENYRNLAFLGIAVSKPDLIICLEKEKEPWNMKRDEMVDEPPGICPHFAQDIWPEQGVEDSFQKVILRRFEKCGHENLQLRKGCKSVDECKVHKEGYNGLNQCFTTTQGKASQCGKYLKVFYKFINLNRYKIRHTRKKPFKCKNCVKSFCMFSHKTQHKSIYTTEKSYKCKECGKTFNWSSTLTNHKKTHTEEKPYKCEEYGKAFNQSSNYTTHKVTHTGEKPYKCEECGKAFSQSSTLTIHKRIHTGEKPCKCEECGKAFSQPSAL.... Result: 1 (interaction). (3) The miRNA is hsa-miR-19a-3p with sequence UGUGCAAAUCUAUGCAAAACUGA. The protein sequence of the target gene is MTDDNSDDKIEDELQTFFTSDKDGNTHAYNPKSPPTQNSSASSVNWNSANPDDMVVDYETDPAVVTGENISLSLQGVEVFGHEKSSSDFISKQVLDMHKDSICQCPALVGTEKPKYLQHSCHSLEAVEGQSVEPSLPFVWKPNDNLNCAGYCDALELNQTFDMTVDKVNCTFISHHAIGKSQSFHTAGSLPPTGRRSGSTSSLSYSTWTSSHSDKTHARETTYDRESFENPQVTPSEAQDMTYTAFSDVVMQSEVFVSDIGNQCACSSGKVTSEYTDGSQQRLVGEKETQALTPVSDGME.... Result: 1 (interaction).